This data is from Full USPTO retrosynthesis dataset with 1.9M reactions from patents (1976-2016). The task is: Predict the reactants needed to synthesize the given product. (1) Given the product [F:6][C:7]1[N:12]=[CH:11][C:10]([CH:13]([O:15][S:2]([CH3:1])(=[O:4])=[O:3])[CH3:14])=[C:9]([I:16])[CH:8]=1, predict the reactants needed to synthesize it. The reactants are: [CH3:1][S:2](Cl)(=[O:4])=[O:3].[F:6][C:7]1[N:12]=[CH:11][C:10]([CH:13]([OH:15])[CH3:14])=[C:9]([I:16])[CH:8]=1.C(N(C(C)C)CC)(C)C. (2) Given the product [Br:5][C:6]1[CH:7]=[C:8]([CH:11]=[CH:12][C:13]=1[N:21]1[CH:25]=[CH:24][N:23]=[CH:22]1)[CH:9]=[O:10], predict the reactants needed to synthesize it. The reactants are: C(Cl)(Cl)Cl.[Br:5][C:6]1[CH:7]=[C:8]([CH:11]=[CH:12][C:13]=1F)[CH:9]=[O:10].C(=O)([O-])[O-].[K+].[K+].[NH:21]1[CH:25]=[CH:24][N:23]=[CH:22]1. (3) Given the product [Cl:20][C:21]1[CH:22]=[CH:23][C:24]([O:30][CH3:31])=[C:25]([CH:29]=1)[C:26]([NH:6][C:7]1[C:8]([C:12]([OH:14])=[O:13])=[N:9][NH:10][CH:11]=1)=[O:28], predict the reactants needed to synthesize it. The reactants are: FC1C=CC=C(F)C=1C([NH:6][C:7]1[C:8]([C:12]([OH:14])=[O:13])=[N:9][NH:10][CH:11]=1)=O.[Cl:20][C:21]1[CH:22]=[CH:23][C:24]([O:30][CH3:31])=[C:25]([CH:29]=1)[C:26]([OH:28])=O. (4) Given the product [Br:3][C:4]1[CH:9]=[CH:8][C:7]([CH2:10][CH3:11])=[C:6]([CH:5]=1)[NH2:12], predict the reactants needed to synthesize it. The reactants are: [Cl-].[NH4+].[Br:3][C:4]1[CH:9]=[CH:8][C:7]([CH2:10][CH3:11])=[C:6]([N+:12]([O-])=O)[CH:5]=1. (5) Given the product [Cl:1][C:2]1[CH:7]=[CH:6][CH:5]=[CH:4][C:3]=1[N:8]1[C:12]([C:13]2[CH:18]=[CH:17][C:16]3=[N:19][O:20][C:31]([C:22]4[CH:27]=[CH:26][C:25]([CH3:28])=[CH:24][CH:23]=4)=[C:15]3[CH:14]=2)=[CH:11][CH:10]=[N:9]1, predict the reactants needed to synthesize it. The reactants are: [Cl:1][C:2]1[CH:7]=[CH:6][CH:5]=[CH:4][C:3]=1[N:8]1[C:12]([C:13]2[CH:18]=[CH:17][C:16]([N+:19]([O-])=[O:20])=[CH:15][CH:14]=2)=[CH:11][CH:10]=[N:9]1.[C:22]1([CH3:31])[CH:27]=[CH:26][C:25]([CH2:28]C#N)=[CH:24][CH:23]=1.